This data is from Forward reaction prediction with 1.9M reactions from USPTO patents (1976-2016). The task is: Predict the product of the given reaction. (1) Given the reactants [F:1][C:2]1[CH:11]=[C:10]([CH2:12][CH2:13][CH3:14])[C:9](OS(C(F)(F)F)(=O)=O)=[C:8]2[C:3]=1[CH:4]=[CH:5][CH:6]=N2.N1CCC[CH2:25][CH2:24]1.C[C:30]([OH:34])([C:32]#[CH:33])C.[Cl-].[NH4+:36], predict the reaction product. The product is: [CH3:6][C:5]1[C:24]([CH3:25])=[N:36][C:8]2[C:3]([CH:4]=1)=[C:2]([F:1])[CH:11]=[C:10]([CH2:12][CH2:13][CH3:14])[C:9]=2[C:33]#[C:32][CH2:30][OH:34]. (2) Given the reactants [OH:1][C:2]1[CH:15]=[CH:14][C:13]2[C:12](=[O:16])[C:11]3[C:6](=[CH:7][CH:8]=[C:9](O)[CH:10]=3)[C:5](=[O:18])[C:4]=2[CH:3]=1.[H-].[Na+].[CH2:21]([N:23]([CH2:27][CH3:28])[CH2:24][CH2:25]Cl)[CH3:22].[CH3:29][OH:30], predict the reaction product. The product is: [CH2:21]([N:23]([CH2:24][CH3:25])[CH2:27][CH2:29][O:30][C:9]1[CH:8]=[CH:7][C:6]2[C:5](=[O:18])[C:4]3[C:13](=[CH:14][CH:15]=[C:2]([O:1][CH2:22][CH2:21][N:23]([CH2:27][CH3:28])[CH2:24][CH3:25])[CH:3]=3)[C:12](=[O:16])[C:11]=2[CH:10]=1)[CH3:22].